From a dataset of Full USPTO retrosynthesis dataset with 1.9M reactions from patents (1976-2016). Predict the reactants needed to synthesize the given product. (1) Given the product [C:1]([CH:4]=[CH:5][C:6]1[C:11]([C:12]([OH:14])=[O:13])=[C:10]([OH:15])[C:9]([CH3:16])=[N:8][CH:7]=1)([OH:3])=[O:2], predict the reactants needed to synthesize it. The reactants are: [C:1]([CH2:4][CH2:5][C:6]1[C:11]([C:12]([OH:14])=[O:13])=[C:10]([OH:15])[C:9]([CH3:16])=[N:8][CH:7]=1)([OH:3])=[O:2].Cl. (2) Given the product [CH3:20][NH:21][CH:14]1[CH:15]([CH3:17])[CH2:16][N:11]([C:6]([O:8][CH2:9][CH3:10])=[O:7])[CH2:12][CH:13]1[CH3:19], predict the reactants needed to synthesize it. The reactants are: [OH-].[K+].Cl.CN.[C:6]([N:11]1[CH2:16][CH:15]([CH3:17])[C:14](=O)[CH:13]([CH3:19])[CH2:12]1)([O:8][CH2:9][CH3:10])=[O:7].[C:20]([BH3-])#[N:21].[Na+].